The task is: Predict the reaction yield, written as a fraction of the theoretical maximum amount of product (1.0 means a 100% yield; for example, 0.34 means a 34% yield).. This data is from Reaction yield outcomes from USPTO patents with 853,638 reactions. The reactants are C[O:2][C:3](=[O:24])/[CH:4]=[CH:5]/[C:6]1[CH:7]=[C:8]2[C:20](=[CH:21][CH:22]=1)[O:19][C:11]1([CH2:15][CH2:14][N:13]([C:16](=[O:18])[CH3:17])[CH2:12]1)[CH2:10][C:9]2=[O:23].Cl. The catalyst is CC(O)=O. The product is [C:16]([N:13]1[CH2:14][CH2:15][C:11]2([CH2:10][C:9](=[O:23])[C:8]3[C:20](=[CH:21][CH:22]=[C:6](/[CH:5]=[CH:4]/[C:3]([OH:24])=[O:2])[CH:7]=3)[O:19]2)[CH2:12]1)(=[O:18])[CH3:17]. The yield is 0.590.